This data is from Full USPTO retrosynthesis dataset with 1.9M reactions from patents (1976-2016). The task is: Predict the reactants needed to synthesize the given product. (1) Given the product [OH:20][C@H:18]1[CH2:17][CH2:16][C@@:15]2([CH3:27])[C@:2]([OH:1])([CH:3]=[CH:4][C@@H:5]3[C@@H:14]2[CH2:13][CH2:12][C@@:10]2([CH3:11])[C@H:6]3[C@@H:7]3[CH2:29][C@@H:8]3[C:9]2=[O:28])[CH2:19]1, predict the reactants needed to synthesize it. The reactants are: [OH:1][C@@:2]12[CH2:19][C@@H:18]([O:20]C(=O)C(C)(C)C)[CH2:17][CH2:16][C@:15]1([CH3:27])[C@@H:14]1[C@H:5]([C@H:6]3[C@@:10]([CH2:12][CH2:13]1)([CH3:11])[C:9](=[O:28])[C@H:8]1[CH2:29][C@@H:7]31)[CH:4]=[CH:3]2.[OH-].[K+].O.Cl([O-])(=O)(=O)=O.[Na+].S(=O)(=O)(O)O. (2) Given the product [F:1][C:2]([F:15])([F:16])[O:3][C:4]1[CH:5]=[C:6]([CH2:7][CH2:8][C:9]([OH:11])=[O:10])[CH:12]=[CH:13][CH:14]=1, predict the reactants needed to synthesize it. The reactants are: [F:1][C:2]([F:16])([F:15])[O:3][C:4]1[CH:5]=[C:6]([CH:12]=[CH:13][CH:14]=1)[CH:7]=[CH:8][C:9]([OH:11])=[O:10]. (3) Given the product [F:23][C:24]([F:37])([F:36])[S:25]([O:14][CH:9]([C:3]1[CH:4]=[CH:5][C:6]([F:8])=[CH:7][C:2]=1[Cl:1])[C:10]([F:11])([F:12])[F:13])(=[O:27])=[O:26], predict the reactants needed to synthesize it. The reactants are: [Cl:1][C:2]1[CH:7]=[C:6]([F:8])[CH:5]=[CH:4][C:3]=1[CH:9]([OH:14])[C:10]([F:13])([F:12])[F:11].CC1C=CC=C(C)N=1.[F:23][C:24]([F:37])([F:36])[S:25](O[S:25]([C:24]([F:37])([F:36])[F:23])(=[O:27])=[O:26])(=[O:27])=[O:26]. (4) Given the product [CH2:20]([O:19][P:18]([CH2:17][C:16]1[CH:26]=[CH:27][C:13]([NH:12][C:4]2[N:3]=[C:2]([NH:30][C:31]3[CH:32]=[CH:33][C:34]([C@H:42]4[CH2:43][CH2:44][C@H:45]([C:48]([O:50][CH2:51][CH3:52])=[O:49])[CH2:46][CH2:47]4)=[C:35]4[C:39]=3[C:38](=[O:40])[N:37]([CH3:41])[CH2:36]4)[C:7]([C:8]([F:11])([F:10])[F:9])=[CH:6][N:5]=2)=[C:14]([O:28][CH3:29])[CH:15]=1)([O:22][CH2:23][CH3:24])=[O:25])[CH3:21], predict the reactants needed to synthesize it. The reactants are: Cl[C:2]1[C:7]([C:8]([F:11])([F:10])[F:9])=[CH:6][N:5]=[C:4]([NH:12][C:13]2[CH:27]=[CH:26][C:16]([CH2:17][P:18](=[O:25])([O:22][CH2:23][CH3:24])[O:19][CH2:20][CH3:21])=[CH:15][C:14]=2[O:28][CH3:29])[N:3]=1.[NH2:30][C:31]1[CH:32]=[CH:33][C:34]([C@H:42]2[CH2:47][CH2:46][C@H:45]([C:48]([O:50][CH2:51][CH3:52])=[O:49])[CH2:44][CH2:43]2)=[C:35]2[C:39]=1[C:38](=[O:40])[N:37]([CH3:41])[CH2:36]2. (5) Given the product [NH:17]1[C:16]2[C:28](=[CH:29][CH:30]=[CH:14][C:15]=2[C:44]([N:42]2[CH2:43][C:8]3([CH3:7])[CH2:10][CH:41]2[CH2:34][C:4]([CH3:3])([CH3:5])[CH2:9]3)=[O:45])[CH:13]=[CH:18]1, predict the reactants needed to synthesize it. The reactants are: N1[C:9]2[C:4](=[CH:5]C=[CH:7][C:8]=2[C:10](O)=O)[CH:3]=C1.[CH:13]1[CH:18]=[N:17][C:16]2N(O)N=N[C:15]=2[CH:14]=1.CCN=C=N[CH2:28][CH2:29][CH2:30]N(C)C.[CH2:34](N(CC)CC)C.[CH3:41][N:42]([CH:44]=[O:45])[CH3:43]. (6) Given the product [NH:1]1[C:5]2[CH:6]=[CH:7][CH:8]=[CH:9][C:4]=2[N:3]=[C:2]1[S:10][C:11]1[C:15]([CH2:16][O:17][C:36](=[O:37])[CH2:35][N:33]([CH3:34])[CH3:32])([CH2:18][S:19][C:20]2[NH:21][C:22]3[CH:28]=[CH:27][CH:26]=[CH:25][C:23]=3[N:24]=2)[O:14][C:13](=[O:29])[C:12]=1[OH:30], predict the reactants needed to synthesize it. The reactants are: [NH:1]1[C:5]2[CH:6]=[CH:7][CH:8]=[CH:9][C:4]=2[N:3]=[C:2]1[S:10][C:11]1[C:15]([CH2:18][S:19][C:20]2[NH:24][C:23]3[CH:25]=[CH:26][CH:27]=[CH:28][C:22]=3[N:21]=2)([CH2:16][OH:17])[O:14][C:13](=[O:29])[C:12]=1[OH:30].Cl.[CH3:32][N:33]([CH2:35][C:36](Cl)=[O:37])[CH3:34].C(N(CC)CC)C.